Dataset: Peptide-MHC class I binding affinity with 185,985 pairs from IEDB/IMGT. Task: Regression. Given a peptide amino acid sequence and an MHC pseudo amino acid sequence, predict their binding affinity value. This is MHC class I binding data. (1) The peptide sequence is RYDDGQSIY. The MHC is HLA-A03:01 with pseudo-sequence HLA-A03:01. The binding affinity (normalized) is 0.0847. (2) The peptide sequence is RHYKRWPFY. The binding affinity (normalized) is 0.0847. The MHC is HLA-B58:01 with pseudo-sequence HLA-B58:01. (3) The peptide sequence is ELYPTVNTY. The MHC is HLA-A02:12 with pseudo-sequence HLA-A02:12. The binding affinity (normalized) is 0.0847.